Task: Predict the reaction yield, written as a fraction of the theoretical maximum amount of product (1.0 means a 100% yield; for example, 0.34 means a 34% yield).. Dataset: Reaction yield outcomes from USPTO patents with 853,638 reactions (1) The reactants are [C:1]([O:4][C@H:5]1[O:18][C@H:17]([CH2:19][O:20][C:21](=[O:23])[CH3:22])[C@@H:12]([O:13][C:14](=[O:16])[CH3:15])[C@H:7]([O:8][C:9](=[O:11])[CH3:10])[C@H:6]1[N:24]=[N+]=[N-])(=[O:3])[CH3:2]. The catalyst is CCOC(C)=O.[Pd]. The product is [C:1]([O:4][C@H:5]1[O:18][C@H:17]([CH2:19][O:20][C:21](=[O:23])[CH3:22])[C@@H:12]([O:13][C:14](=[O:16])[CH3:15])[C@H:7]([O:8][C:9](=[O:11])[CH3:10])[C@H:6]1[NH2:24])(=[O:3])[CH3:2]. The yield is 1.00. (2) The reactants are [Cl:1][C:2]1[CH:7]=[CH:6][N:5]=[C:4]2[CH:8]=[CH:9][S:10][C:3]=12.[Li]CCCC.Cl[C:17]([O:19][CH3:20])=[O:18]. The catalyst is C1COCC1. The product is [Cl:1][C:2]1[CH:7]=[CH:6][N:5]=[C:4]2[CH:8]=[C:9]([C:17]([O:19][CH3:20])=[O:18])[S:10][C:3]=12. The yield is 0.460. (3) The reactants are [NH2:1][C:2]1[CH:7]=[CH:6][CH:5]=[CH:4][N:3]=1.CCN=C=NCCCN(C)C.Cl.[Cl:20][C:21]([F:26])([F:25])[C:22](O)=[O:23]. The catalyst is ClCCl.CN(C1C=CN=CC=1)C. The product is [Cl:20][C:21]([F:26])([F:25])[C:22]([N:1]=[C:2]1[CH:7]=[CH:6][CH:5]=[CH:4][NH:3]1)=[O:23]. The yield is 0.240. (4) The reactants are [CH2:1]1[C:6]2[C:7]3[CH:13]=[CH:12][CH:11]=[CH:10][C:8]=3[S:9][C:5]=2[CH2:4][CH2:3][NH:2]1.Cl[CH2:15][CH2:16][C:17]1[C:22](=[O:23])[N:21]2[CH:24]=[CH:25][CH:26]=[CH:27][C:20]2=[N:19][C:18]=1[CH3:28].[C:29]([O-:32])([O-:31])=O.[Na+].[Na+].CC(CC(C)C)=[O:37]. No catalyst specified. The product is [C:22]([OH:23])(=[O:37])/[CH:17]=[CH:18]/[C:29]([OH:32])=[O:31].[CH2:1]1[C:6]2[C:7]3[CH:13]=[CH:12][CH:11]=[CH:10][C:8]=3[S:9][C:5]=2[CH2:4][CH2:3][N:2]1[CH2:15][CH2:16][C:17]1[C:22](=[O:23])[N:21]2[CH:24]=[CH:25][CH:26]=[CH:27][C:20]2=[N:19][C:18]=1[CH3:28]. The yield is 0.470. (5) The reactants are [CH3:1][O:2][C:3]1[CH:8]=[C:7]([O:9][C:10]2[CH:15]=[CH:14][C:13]([NH:16][C:17](=O)[CH2:18][O:19][C:20]3[CH:21]=[C:22]([CH:27]=[CH:28][CH:29]=3)[C:23]([O:25][CH3:26])=[O:24])=[C:12]([NH:31][CH3:32])[CH:11]=2)[CH:6]=[CH:5][N:4]=1. The catalyst is C(O)(=O)C. The product is [CH3:1][O:2][C:3]1[CH:8]=[C:7]([O:9][C:10]2[CH:15]=[CH:14][C:13]3[N:16]=[C:17]([CH2:18][O:19][C:20]4[CH:21]=[C:22]([CH:27]=[CH:28][CH:29]=4)[C:23]([O:25][CH3:26])=[O:24])[N:31]([CH3:32])[C:12]=3[CH:11]=2)[CH:6]=[CH:5][N:4]=1. The yield is 0.720. (6) The reactants are C[O:2][C:3]([C:5]1[C:10]([NH2:11])=[N:9][CH:8]=[C:7]([I:12])[N:6]=1)=[O:4].[OH-].[Li+].C(O)(=O)CC(CC(O)=O)(C(O)=O)O. The catalyst is C1COCC1.O.ClCCl. The product is [NH2:11][C:10]1[C:5]([C:3]([OH:4])=[O:2])=[N:6][C:7]([I:12])=[CH:8][N:9]=1. The yield is 0.870. (7) The reactants are C(O[C:4]([NH:6][C:7]([N:22]1[CH:26]=[C:25]([C:27]([O:29][CH2:30][CH3:31])=[O:28])[CH:24]=[N:23]1)=[N:8][C:9]1[CH:14]=[CH:13][CH:12]=[C:11]([O:15][C:16]2[CH:21]=[CH:20][CH:19]=[CH:18][CH:17]=2)[CH:10]=1)=[O:5])C.CCO. The catalyst is ClC(Cl)C.Cl[Ti](Cl)(Cl)Cl. The product is [O:5]=[C:4]1[C:14]2[C:9](=[CH:10][C:11]([O:15][C:16]3[CH:17]=[CH:18][CH:19]=[CH:20][CH:21]=3)=[CH:12][CH:13]=2)[N:8]=[C:7]([N:22]2[CH:26]=[C:25]([C:27]([O:29][CH2:30][CH3:31])=[O:28])[CH:24]=[N:23]2)[NH:6]1. The yield is 0.570.